This data is from Reaction yield outcomes from USPTO patents with 853,638 reactions. The task is: Predict the reaction yield, written as a fraction of the theoretical maximum amount of product (1.0 means a 100% yield; for example, 0.34 means a 34% yield). (1) The reactants are [CH2:1]([O:3][C:4]1[CH:5]=[C:6]([CH:12]=[CH:13][C:14]=1[O:15][CH2:16][CH3:17])[C:7]([O:9][CH2:10][CH3:11])=[O:8])[CH3:2].[N+:18]([O-])([OH:20])=[O:19]. The catalyst is CC(O)=O. The product is [CH2:16]([O:15][C:14]1[C:4]([O:3][CH2:1][CH3:2])=[CH:5][C:6]([C:7]([O:9][CH2:10][CH3:11])=[O:8])=[C:12]([N+:18]([O-:20])=[O:19])[CH:13]=1)[CH3:17]. The yield is 0.940. (2) The reactants are I[C:2]1[CH:3]=[C:4]2[C:9](=[CH:10][CH:11]=1)[O:8][CH2:7][CH2:6][CH:5]2[OH:12].C(Cl)Cl.[CH2:16]([Mg]Br)[C:17]([CH3:20])([CH3:19])[CH3:18]. The catalyst is C1COCC1.C1C=CC(P(C2C=CC=CC=2)[C-]2C=CC=C2)=CC=1.C1C=CC(P(C2C=CC=CC=2)[C-]2C=CC=C2)=CC=1.Cl[Pd]Cl.[Fe+2]. The product is [CH2:16]([C:2]1[CH:3]=[C:4]2[C:9](=[CH:10][CH:11]=1)[O:8][CH2:7][CH2:6][CH:5]2[OH:12])[C:17]([CH3:20])([CH3:19])[CH3:18]. The yield is 0.460. (3) The reactants are [CH2:1]([O:3][C:4]([C:6]1[C:7]([CH3:26])=[N:8][C:9]([NH:13][CH2:14]/[CH:15]=[CH:16]/B2OC(C)(C)C(C)(C)O2)=[N:10][C:11]=1[CH3:12])=[O:5])[CH3:2].[CH2:27]([O:34][C:35]1[N:40]=[C:39](Br)[CH:38]=[CH:37][CH:36]=1)[C:28]1[CH:33]=[CH:32][CH:31]=[CH:30][CH:29]=1.C(=O)([O-])[O-].[K+].[K+].CN(C=O)C. The catalyst is O. The product is [CH2:1]([O:3][C:4]([C:6]1[C:11]([CH3:12])=[N:10][C:9]([NH:13][CH2:14]/[CH:15]=[CH:16]/[C:39]2[CH:38]=[CH:37][CH:36]=[C:35]([O:34][CH2:27][C:28]3[CH:29]=[CH:30][CH:31]=[CH:32][CH:33]=3)[N:40]=2)=[N:8][C:7]=1[CH3:26])=[O:5])[CH3:2]. The yield is 0.480. (4) The reactants are [CH3:1][O:2][C:3]1[CH:8]=[CH:7][C:6]([OH:9])=[CH:5][CH:4]=1.[C:10](#[N:13])[CH:11]=[CH2:12]. The catalyst is CO. The product is [CH3:1][O:2][C:3]1[CH:8]=[CH:7][C:6]([O:9][CH2:12][CH2:11][C:10]#[N:13])=[CH:5][CH:4]=1. The yield is 0.895. (5) The yield is 0.650. The reactants are [CH:1]1([C@H:6]([OH:22])[C@H:7]([N:11]2[C:19](=[O:20])[C:18]3[C:13](=[CH:14][CH:15]=[CH:16][CH:17]=3)[C:12]2=[O:21])[CH2:8][NH:9][CH3:10])[CH2:5][CH2:4][CH2:3][CH2:2]1.C([O-])([O-])=O.[K+].[K+].[CH3:41][C:40]([O:39][C:37](O[C:37]([O:39][C:40]([CH3:43])([CH3:42])[CH3:41])=[O:38])=[O:38])([CH3:43])[CH3:42]. The catalyst is C1COCC1.O. The product is [CH:1]1([C@H:6]([OH:22])[C@H:7]([N:11]2[C:19](=[O:20])[C:18]3[C:13](=[CH:14][CH:15]=[CH:16][CH:17]=3)[C:12]2=[O:21])[CH2:8][N:9]([CH3:10])[C:37]([O:39][C:40]([CH3:41])([CH3:42])[CH3:43])=[O:38])[CH2:5][CH2:4][CH2:3][CH2:2]1. (6) The reactants are ClC1C=CC=C(C(OO)=[O:9])C=1.[Cl:12][C:13]1[C:17]([CH2:18][S:19][C:20]2[CH2:24][C:23]([CH3:26])([CH3:25])[O:22][N:21]=2)=[C:16]([Cl:27])[N:15]([CH2:28][CH3:29])[N:14]=1.[OH2:30]. The catalyst is C(Cl)(Cl)Cl. The product is [Cl:12][C:13]1[C:17]([CH2:18][S:19]([C:20]2[CH2:24][C:23]([CH3:25])([CH3:26])[O:22][N:21]=2)(=[O:9])=[O:30])=[C:16]([Cl:27])[N:15]([CH2:28][CH3:29])[N:14]=1. The yield is 0.466.